Predict the reactants needed to synthesize the given product. From a dataset of Full USPTO retrosynthesis dataset with 1.9M reactions from patents (1976-2016). Given the product [CH2:6]([O:5][C:1](=[O:4])[C:12]1[CH:15]=[C:14]([CH3:25])[C:9]([Cl:8])=[N:10][C:11]=1[NH:17][C:18]1[CH:23]=[CH:22][CH:21]=[CH:20][CH:19]=1)[CH3:7], predict the reactants needed to synthesize it. The reactants are: [C:1]([O:5][CH2:6][CH3:7])(=[O:4])C#C.[Cl:8][C:9]1[N:10]=[C:11]([NH:17][C:18]2[CH:23]=[CH:22][CH:21]=[CH:20][CH:19]=2)[C:12](=O)O[C:14]=1[CH3:15].Cl[C:25]1N=C(NC2C=CC=CC=2)C(=O)OC=1C.